From a dataset of Full USPTO retrosynthesis dataset with 1.9M reactions from patents (1976-2016). Predict the reactants needed to synthesize the given product. (1) Given the product [CH3:1][O:2][C:3]1[CH:4]=[C:5]2[C:10](=[CH:11][CH:12]=1)[CH2:9][CH:8]([C:14]([O:16][CH3:17])=[O:15])[CH2:7][CH2:6]2, predict the reactants needed to synthesize it. The reactants are: [CH3:1][O:2][C:3]1[CH:4]=[C:5]2[C:10](=[CH:11][CH:12]=1)[C:9](=O)[CH:8]([C:14]([O:16][CH3:17])=[O:15])[CH2:7][CH2:6]2.Cl(O)(=O)(=O)=O. (2) Given the product [CH:34]1[C:33]2[CH:32]([CH2:31][O:30][C:28](=[O:29])[NH:27][C@H:23]([C:24](=[O:25])[NH:10][C:6]3[CH:7]=[CH:8][CH:9]=[C:4]([C:1](=[O:3])[CH3:2])[CH:5]=3)[CH2:22][CH2:21][CH2:20][CH2:19][NH2:18])[C:44]3[C:39](=[CH:40][CH:41]=[CH:42][CH:43]=3)[C:38]=2[CH:37]=[CH:36][CH:35]=1, predict the reactants needed to synthesize it. The reactants are: [C:1]([C:4]1[CH:5]=[C:6]([NH2:10])[CH:7]=[CH:8][CH:9]=1)(=[O:3])[CH3:2].C(OC([NH:18][CH2:19][CH2:20][CH2:21][CH2:22][C@H:23]([NH:27][C:28]([O:30][CH2:31][CH:32]1[C:44]2[CH:43]=[CH:42][CH:41]=[CH:40][C:39]=2[C:38]2[C:33]1=[CH:34][CH:35]=[CH:36][CH:37]=2)=[O:29])[C:24](O)=[O:25])=O)(C)(C)C. (3) The reactants are: C(O[C:6]([N:8]1[CH2:15][C:14](=[CH2:16])[CH2:13][C@H:9]1[C:10]([OH:12])=O)=[O:7])(C)(C)C.[N:17]([CH2:20][CH2:21][CH2:22][CH2:23][CH3:24])=C=O.[NH2:25][CH:26]1[CH2:29][N:28]([C:30]([O:32][C:33]([CH3:36])([CH3:35])[CH3:34])=[O:31])[CH2:27]1. Given the product [CH2:16]=[C:14]1[CH2:15][N:8]([C:6]([NH:17][CH2:20][CH2:21][CH2:22][CH2:23][CH3:24])=[O:7])[CH:9]([C:10]([NH:25][CH:26]2[CH2:27][N:28]([C:30]([O:32][C:33]([CH3:36])([CH3:35])[CH3:34])=[O:31])[CH2:29]2)=[O:12])[CH2:13]1, predict the reactants needed to synthesize it. (4) Given the product [CH3:24][O:23][C:21]1[CH:20]=[CH:19][C:15]2[N:16]=[C:17]([CH3:18])[C:12]3[N:13]([C:9]([C:4]4[CH:5]=[CH:6][C:7]([CH3:26])=[CH:2][CH:3]=4)=[N:10][C:11]=3[CH3:25])[C:14]=2[N:22]=1, predict the reactants needed to synthesize it. The reactants are: Cl[C:2]1[CH:3]=[C:4]([C:9]2[N:13]3[C:14]4[N:22]=[C:21]([O:23][CH3:24])[CH:20]=[CH:19][C:15]=4[N:16]=[C:17]([CH3:18])[C:12]3=[C:11]([CH3:25])[N:10]=2)[CH:5]=[C:6](Cl)[CH:7]=1.[CH3:26]C1C=CC(B(O)O)=CC=1.C([O-])([O-])=O.[K+].[K+]. (5) Given the product [C:7]([O:52][CH2:30][CH2:31][CH2:32][CH2:33][CH2:34][CH2:35][CH2:36][CH2:37][CH2:38][CH2:39][CH2:40][CH2:41][CH2:42][CH2:43][CH2:44][CH2:45][CH2:46][CH2:47][CH2:48][CH2:49][CH2:50][CH3:51])(=[O:29])[CH2:8][CH2:9][CH2:10][CH2:11][CH2:12][CH2:13][CH2:14][CH2:15][CH2:16][CH2:17][CH2:18][CH2:19][CH2:20][CH2:21][CH2:22][CH2:23][CH2:24][CH2:25][CH2:26][CH2:27][CH3:28], predict the reactants needed to synthesize it. The reactants are: C1C=CC=CC=1.[CH2:7]([OH:29])[CH2:8][CH2:9][CH2:10][CH2:11][CH2:12][CH2:13][CH2:14][CH2:15][CH2:16][CH2:17][CH2:18][CH2:19][CH2:20][CH2:21][CH2:22][CH2:23][CH2:24][CH2:25][CH2:26][CH2:27][CH3:28].[C:30](O)(=[O:52])[CH2:31][CH2:32][CH2:33][CH2:34][CH2:35][CH2:36][CH2:37][CH2:38][CH2:39][CH2:40][CH2:41][CH2:42][CH2:43][CH2:44][CH2:45][CH2:46][CH2:47][CH2:48][CH2:49][CH2:50][CH3:51].C1(C)C=CC(S(O)(=O)=O)=CC=1. (6) Given the product [CH:1]([C:4]1[CH:5]=[C:6]([CH:9]=[C:10]([CH:14]([CH3:16])[CH3:15])[C:11]=1[O:12][CH3:13])[CH:7]=[C:26]1[C:25]2[C:29](=[CH:30][C:22]([NH:21][S:18]([CH3:17])(=[O:20])=[O:19])=[CH:23][CH:24]=2)[NH:28][C:27]1=[O:31])([CH3:3])[CH3:2], predict the reactants needed to synthesize it. The reactants are: [CH:1]([C:4]1[CH:5]=[C:6]([CH:9]=[C:10]([CH:14]([CH3:16])[CH3:15])[C:11]=1[O:12][CH3:13])[CH:7]=O)([CH3:3])[CH3:2].[CH3:17][S:18]([NH:21][C:22]1[CH:30]=[C:29]2[C:25]([CH2:26][C:27](=[O:31])[NH:28]2)=[CH:24][CH:23]=1)(=[O:20])=[O:19]. (7) Given the product [C:1]([O:5][C:6](=[O:21])[NH:7][C@:8]([CH:19]=[O:20])([CH3:18])[CH2:9][CH2:10][C:11]1[CH:16]=[CH:15][C:14]([O:17][CH2:18][CH2:8][CH2:9][CH2:10][CH2:11][CH2:12][CH3:13])=[CH:13][CH:12]=1)([CH3:4])([CH3:2])[CH3:3], predict the reactants needed to synthesize it. The reactants are: [C:1]([O:5][C:6](=[O:21])[NH:7][C@:8]([CH2:19][OH:20])([CH3:18])[CH2:9][CH2:10][C:11]1[CH:16]=[CH:15][C:14]([OH:17])=[CH:13][CH:12]=1)([CH3:4])([CH3:3])[CH3:2].